From a dataset of Aqueous solubility values for 9,982 compounds from the AqSolDB database. Regression/Classification. Given a drug SMILES string, predict its absorption, distribution, metabolism, or excretion properties. Task type varies by dataset: regression for continuous measurements (e.g., permeability, clearance, half-life) or binary classification for categorical outcomes (e.g., BBB penetration, CYP inhibition). For this dataset (solubility_aqsoldb), we predict Y. (1) The compound is CCOC(C)C(=O)C=O. The Y is -0.155 log mol/L. (2) The Y is 1.24 log mol/L. The drug is CC1CN1.